This data is from Forward reaction prediction with 1.9M reactions from USPTO patents (1976-2016). The task is: Predict the product of the given reaction. (1) Given the reactants Br[C:2]1[CH:3]=[C:4]([C@:9]2([CH2:20][F:21])[CH2:14][C@@H:13]([C:15]([F:18])([F:17])[F:16])[O:12][C:11]([NH2:19])=[N:10]2)[C:5]([F:8])=[N:6][CH:7]=1.C(=O)([O-])[O-].[K+].[K+].FC(F)(F)C([NH2:32])=O.CN[C@@H]1CCCC[C@H]1NC, predict the reaction product. The product is: [NH2:32][C:2]1[CH:3]=[C:4]([C@:9]2([CH2:20][F:21])[CH2:14][C@@H:13]([C:15]([F:18])([F:17])[F:16])[O:12][C:11]([NH2:19])=[N:10]2)[C:5]([F:8])=[N:6][CH:7]=1. (2) Given the reactants [BH4-].[Li+].[C:3]([O:7][C:8]([N:10]1[CH2:13][CH:12]([O:14][C:15]2[CH:20]=[CH:19][C:18]([NH:21][C:22]([C:24]3[S:28][C:27]([C:29]4[CH:34]=[CH:33][C:32]([Cl:35])=[CH:31][CH:30]=4)=[N:26][C:25]=3[CH2:36][C:37](OC)=[O:38])=[O:23])=[CH:17][C:16]=2[O:41][CH3:42])[CH2:11]1)=[O:9])([CH3:6])([CH3:5])[CH3:4].CC(C)=O.C(OCC)(=O)C, predict the reaction product. The product is: [C:3]([O:7][C:8]([N:10]1[CH2:13][CH:12]([O:14][C:15]2[CH:20]=[CH:19][C:18]([NH:21][C:22]([C:24]3[S:28][C:27]([C:29]4[CH:30]=[CH:31][C:32]([Cl:35])=[CH:33][CH:34]=4)=[N:26][C:25]=3[CH2:36][CH2:37][OH:38])=[O:23])=[CH:17][C:16]=2[O:41][CH3:42])[CH2:11]1)=[O:9])([CH3:6])([CH3:5])[CH3:4]. (3) Given the reactants CC1(C)C=C(C)C2C(=CC=C(OS(C(F)(F)F)(=O)=O)C=2)N1.COC1C=[C:26]([C:32]2[CH:33]=[C:34]3[C:39](=[CH:40][CH:41]=2)[NH:38][C:37]([CH3:43])([CH3:42])[CH:36]=[C:35]3[CH2:44][S:45][CH2:46][CH2:47][C:48]2C=CC=CC=2)[CH:27]=CC=1OC.COC1C=C(B(O)O)C=CC=1OC.C1([CH2:73][CH2:74][SH:75])C=CC=CC=1, predict the reaction product. The product is: [CH2:46]([S:45][CH2:44][C:35]1[C:34]2[C:39](=[CH:40][CH:41]=[C:32]([C:26]3[CH:73]=[CH:74][S:75][CH:27]=3)[CH:33]=2)[NH:38][C:37]([CH3:43])([CH3:42])[CH:36]=1)[CH:47]=[CH2:48]. (4) The product is: [CH3:1][CH:2]([CH2:9][CH:10]([CH3:12])[CH3:11])[CH:3]=[CH:4][N+:5]([O-:7])=[O:6]. Given the reactants [CH3:1][CH:2]([CH2:9][CH:10]([CH3:12])[CH3:11])[CH:3](O)[CH2:4][N+:5]([O-:7])=[O:6].S(Cl)(C)(=O)=O.C(N(CC)CC)C.O, predict the reaction product.